Dataset: Full USPTO retrosynthesis dataset with 1.9M reactions from patents (1976-2016). Task: Predict the reactants needed to synthesize the given product. (1) Given the product [C:11]([OH:13])(=[O:12])[C:10]1[CH:14]=[CH:15][CH:16]=[CH:8][CH:9]=1, predict the reactants needed to synthesize it. The reactants are: CNC=O.N([C:8]1[CH:9]=[C:10]([CH:14]=[CH:15][CH:16]=1)[C:11]([OH:13])=[O:12])=C=S.IC. (2) Given the product [F:18][C:19]1[CH:24]=[CH:23][C:1]([S:2][CH:5]2[CH2:10][CH2:9][CH2:8][N:7]([C:11]([O:13][C:14]([CH3:17])([CH3:16])[CH3:15])=[O:12])[CH2:6]2)=[CH:21][CH:20]=1, predict the reactants needed to synthesize it. The reactants are: [CH3:1][S:2]([CH:5]1[CH2:10][CH2:9][CH2:8][N:7]([C:11]([O:13][C:14]([CH3:17])([CH3:16])[CH3:15])=[O:12])[CH2:6]1)(=O)=O.[F:18][C:19]1[CH:24]=[CH:23]C(S)=[CH:21][CH:20]=1.C(=O)([O-])[O-].[K+].[K+]. (3) Given the product [OH:31][C:32]([CH3:38])([CH3:37])[CH2:33][C:34]([NH:3][CH2:4][CH2:5][N:6]1[C:14]2[C:13]([NH:15][C:16]3[CH:17]=[C:18]4[C:22](=[CH:23][CH:24]=3)[N:21]([CH2:25][C:26]3[N:27]=[CH:28][S:29][CH:30]=3)[CH:20]=[CH:19]4)=[N:12][CH:11]=[N:10][C:9]=2[CH:8]=[CH:7]1)=[O:35], predict the reactants needed to synthesize it. The reactants are: Cl.Cl.[NH2:3][CH2:4][CH2:5][N:6]1[C:14]2[C:13]([NH:15][C:16]3[CH:17]=[C:18]4[C:22](=[CH:23][CH:24]=3)[N:21]([CH2:25][C:26]3[N:27]=[CH:28][S:29][CH:30]=3)[CH:20]=[CH:19]4)=[N:12][CH:11]=[N:10][C:9]=2[CH:8]=[CH:7]1.[OH:31][C:32]([CH3:38])([CH3:37])[CH2:33][C:34](O)=[O:35].ON1C2C=CC=CC=2N=N1.Cl.C(N=C=NCCCN(C)C)C.